Dataset: Forward reaction prediction with 1.9M reactions from USPTO patents (1976-2016). Task: Predict the product of the given reaction. The product is: [S:7]1[C:11]([C:13]2[CH2:18][CH2:17][CH2:16][C:15](=[O:19])[CH:14]=2)=[CH:10][N:9]=[CH:8]1. Given the reactants C(=O)([O-])[O-].[K+].[K+].[S:7]1[CH:11]=[CH:10][N:9]=[CH:8]1.Cl[C:13]1[CH2:18][CH2:17][CH2:16][C:15](=[O:19])[CH:14]=1.C1(P(C2CCCCC2)C2CCCCC2)CCCCC1, predict the reaction product.